The task is: Predict the reactants needed to synthesize the given product.. This data is from Full USPTO retrosynthesis dataset with 1.9M reactions from patents (1976-2016). (1) Given the product [OH:9][C:8]([C:7]1[CH:11]=[CH:12][C:4]([N+:1]([O-:3])=[O:2])=[CH:5][CH:6]=1)=[C:14]([C:13]#[N:17])[C:15]#[N:16], predict the reactants needed to synthesize it. The reactants are: [N+:1]([C:4]1[CH:12]=[CH:11][C:7]([C:8](Cl)=[O:9])=[CH:6][CH:5]=1)([O-:3])=[O:2].[C:13](#[N:17])[CH2:14][C:15]#[N:16].[OH-].[Na+]. (2) The reactants are: [F:1][C:2]([F:7])([F:6])[C:3]([OH:5])=[O:4].[F:8][C:9]([F:14])([F:13])[C:10]([OH:12])=[O:11].FC(F)(F)C(O)=O.[Cl:22][C:23]1[CH:24]=[N:25][C:26]2[NH:27][C:28]3[CH:29]=[N:30][CH:31]=[C:32]([CH:54]=3)[CH2:33][CH2:34][C:35]3[CH:43]=[C:39]([NH:40][C:41]=1[N:42]=2)[CH:38]=[CH:37][C:36]=3[NH:44][C:45](=[O:53])[CH2:46][CH:47]1[CH2:52][CH2:51][NH:50][CH2:49][CH2:48]1.[N:55]([C:58]1[CH:59]=[N:60][CH:61]=[CH:62][CH:63]=1)=[C:56]=[O:57]. Given the product [F:1][C:2]([F:7])([F:6])[C:3]([OH:5])=[O:4].[F:8][C:9]([F:14])([F:13])[C:10]([OH:12])=[O:11].[Cl:22][C:23]1[CH:24]=[N:25][C:26]2[NH:27][C:28]3[CH:29]=[N:30][CH:31]=[C:32]([CH:54]=3)[CH2:33][CH2:34][C:35]3[CH:43]=[C:39]([NH:40][C:41]=1[N:42]=2)[CH:38]=[CH:37][C:36]=3[NH:44][C:45](=[O:53])[CH2:46][CH:47]1[CH2:52][CH2:51][N:50]([C:56]([NH:55][C:58]2[CH:59]=[N:60][CH:61]=[CH:62][CH:63]=2)=[O:57])[CH2:49][CH2:48]1, predict the reactants needed to synthesize it. (3) The reactants are: [NH2:1][C:2]1[CH:7]=[C:6]([NH:8][C:9]([O:11][CH3:12])=[O:10])[CH:5]=[CH:4][C:3]=1[C:13]1[N:14]=[C:15]([C@@H:26]([NH:30][C:31](=[O:37])[O:32][C:33]([CH3:36])([CH3:35])[CH3:34])[CH2:27][CH:28]=[CH2:29])[N:16]([CH2:18][O:19][CH2:20][CH2:21][Si:22]([CH3:25])([CH3:24])[CH3:23])[CH:17]=1.[CH3:38][C@H:39]([CH:43]=[CH2:44])[C:40](O)=[O:41].CCN(C(C)C)C(C)C.CCCP1(OP(CCC)(=O)OP(CCC)(=O)O1)=O. Given the product [CH3:12][O:11][C:9]([NH:8][C:6]1[CH:5]=[CH:4][C:3]([C:13]2[N:14]=[C:15]([C@@H:26]([NH:30][C:31](=[O:37])[O:32][C:33]([CH3:36])([CH3:35])[CH3:34])[CH2:27][CH:28]=[CH2:29])[N:16]([CH2:18][O:19][CH2:20][CH2:21][Si:22]([CH3:25])([CH3:24])[CH3:23])[CH:17]=2)=[C:2]([NH:1][C:40](=[O:41])[C@H:39]([CH3:38])[CH:43]=[CH2:44])[CH:7]=1)=[O:10], predict the reactants needed to synthesize it. (4) Given the product [N:19]1[CH:20]=[CH:21][CH:22]=[CH:23][C:18]=1[C:2]1[C:3]([NH2:9])=[N:4][CH:5]=[C:6]([NH2:8])[CH:7]=1, predict the reactants needed to synthesize it. The reactants are: Br[C:2]1[C:3]([NH2:9])=[N:4][CH:5]=[C:6]([NH2:8])[CH:7]=1.CC1(C)C(C)(C)OB([C:18]2[CH:23]=[CH:22][CH:21]=[CH:20][N:19]=2)O1.CC([O-])(C)C.[Na+].C1(P(=O)C2C=CC=CC=2)C=CC=CC=1. (5) Given the product [C:30]([O:29][C:28]([NH:27][C@H:22]1[CH2:23][CH2:24][CH2:25][CH2:26][C@H:21]1[NH:20][C:2]1[CH:11]=[C:10]([C:12]#[N:13])[C:5]([C:6]([O:8][CH3:9])=[O:7])=[C:4]([C:14]2[CH:15]=[N:16][N:17]([CH3:19])[CH:18]=2)[N:3]=1)=[O:34])([CH3:33])([CH3:31])[CH3:32], predict the reactants needed to synthesize it. The reactants are: Cl[C:2]1[CH:11]=[C:10]([C:12]#[N:13])[C:5]([C:6]([O:8][CH3:9])=[O:7])=[C:4]([C:14]2[CH:15]=[N:16][N:17]([CH3:19])[CH:18]=2)[N:3]=1.[NH2:20][C@@H:21]1[CH2:26][CH2:25][CH2:24][CH2:23][C@@H:22]1[NH:27][C:28](=[O:34])[O:29][C:30]([CH3:33])([CH3:32])[CH3:31].O.CCOC(C)=O. (6) Given the product [CH3:13][C@@H:14]1[CH2:15][N:16]([C:2]2[CH:11]=[C:10]3[C:5]([N:6]=[CH:7][C:8](=[O:12])[NH:9]3)=[CH:4][CH:3]=2)[C@H:17]([C:20]2[CH:21]=[CH:22][CH:23]=[CH:24][CH:25]=2)[CH2:18][O:19]1, predict the reactants needed to synthesize it. The reactants are: Br[C:2]1[CH:11]=[C:10]2[C:5]([N:6]=[CH:7][C:8](=[O:12])[NH:9]2)=[CH:4][CH:3]=1.[CH3:13][C@H:14]1[O:19][CH2:18][C@@H:17]([C:20]2[CH:25]=[CH:24][CH:23]=[CH:22][CH:21]=2)[NH:16][CH2:15]1. (7) Given the product [Cl:50][C:48]1[CH:47]=[CH:46][C:45]([C:51]#[N:52])=[C:44]([C:39]2[C:40]([O:42][CH3:43])=[CH:41][N:36]([CH:21]([CH2:20][CH2:19][OH:18])[C:22]([NH:24][C:25]3[CH:35]=[CH:34][C:28]([C:29]([OH:31])=[O:30])=[CH:27][CH:26]=3)=[O:23])[C:37](=[O:53])[CH:38]=2)[CH:49]=1, predict the reactants needed to synthesize it. The reactants are: [Si]([O:18][CH2:19][CH2:20][CH:21]([N:36]1[CH:41]=[C:40]([O:42][CH3:43])[C:39]([C:44]2[CH:49]=[C:48]([Cl:50])[CH:47]=[CH:46][C:45]=2[C:51]#[N:52])=[CH:38][C:37]1=[O:53])[C:22]([NH:24][C:25]1[CH:35]=[CH:34][C:28]([C:29]([O:31]CC)=[O:30])=[CH:27][CH:26]=1)=[O:23])(C(C)(C)C)(C1C=CC=CC=1)C1C=CC=CC=1.C(=O)([O-])[O-].[Cs+].[Cs+]. (8) Given the product [Br:3][C:4]1[N:9]=[CH:8][C:7]2[CH:10]=[C:11]([C:13]3[CH:14]=[N:15][N:16]([C:18]([O:20][C:21]([CH3:24])([CH3:23])[CH3:22])=[O:19])[CH:17]=3)[N:12]([CH3:26])[C:6]=2[CH:5]=1, predict the reactants needed to synthesize it. The reactants are: [H-].[Na+].[Br:3][C:4]1[N:9]=[CH:8][C:7]2[CH:10]=[C:11]([C:13]3[CH:14]=[N:15][N:16]([C:18]([O:20][C:21]([CH3:24])([CH3:23])[CH3:22])=[O:19])[CH:17]=3)[NH:12][C:6]=2[CH:5]=1.I[CH3:26].